This data is from Reaction yield outcomes from USPTO patents with 853,638 reactions. The task is: Predict the reaction yield, written as a fraction of the theoretical maximum amount of product (1.0 means a 100% yield; for example, 0.34 means a 34% yield). The yield is 0.250. The catalyst is C(#N)C.C(Cl)Cl. The reactants are [CH3:1][N:2]1[C:6]([C:7]([F:10])([F:9])[F:8])=[CH:5][C:4]([NH:11][C:12]([N:14]2[C:22]3[C:17](=[CH:18][C:19]([O:23][C:24]4[CH:29]=[C:28]([CH2:30][NH:31][CH3:32])[N:27]=[CH:26][N:25]=4)=[CH:20][CH:21]=3)[CH:16]=[CH:15]2)=[O:13])=[N:3]1.[OH:33]O.O. The product is [CH3:1][N:2]1[C:6]([C:7]([F:8])([F:9])[F:10])=[CH:5][C:4]([NH:11][C:12]([N:14]2[C:22]3[C:17](=[CH:18][C:19]([O:23][C:24]4[N:25]=[CH:26][N:27]=[C:28](/[CH:30]=[N+:31](\[O-:33])/[CH3:32])[CH:29]=4)=[CH:20][CH:21]=3)[CH:16]=[CH:15]2)=[O:13])=[N:3]1.